Regression. Given a peptide amino acid sequence and an MHC pseudo amino acid sequence, predict their binding affinity value. This is MHC class I binding data. From a dataset of Peptide-MHC class I binding affinity with 185,985 pairs from IEDB/IMGT. (1) The peptide sequence is KLVMAFIAF. The MHC is HLA-A32:01 with pseudo-sequence HLA-A32:01. The binding affinity (normalized) is 0.346. (2) The peptide sequence is DLYDMIHNV. The MHC is HLA-A02:03 with pseudo-sequence HLA-A02:03. The binding affinity (normalized) is 0.834. (3) The peptide sequence is TWEAWWTEYW. The MHC is HLA-B07:02 with pseudo-sequence HLA-B07:02. The binding affinity (normalized) is 0.261. (4) The peptide sequence is CVNGSCFTV. The MHC is HLA-A02:06 with pseudo-sequence HLA-A02:06. The binding affinity (normalized) is 0.324. (5) The peptide sequence is RRRPVTRPL. The MHC is HLA-C06:02 with pseudo-sequence HLA-C06:02. The binding affinity (normalized) is 0.0847. (6) The peptide sequence is YLPEVISTI. The MHC is HLA-A02:06 with pseudo-sequence HLA-A02:06. The binding affinity (normalized) is 0.945. (7) The peptide sequence is EVIPMFSAL. The MHC is HLA-A68:01 with pseudo-sequence HLA-A68:01. The binding affinity (normalized) is 0.438. (8) The MHC is HLA-B15:17 with pseudo-sequence HLA-B15:17. The peptide sequence is RPNRQLGSM. The binding affinity (normalized) is 0.0847. (9) The peptide sequence is LARWGSFKK. The MHC is HLA-A30:01 with pseudo-sequence HLA-A30:01. The binding affinity (normalized) is 0.705. (10) The peptide sequence is RPVPHWPKY. The MHC is HLA-B15:17 with pseudo-sequence HLA-B15:17. The binding affinity (normalized) is 0.757.